From a dataset of Full USPTO retrosynthesis dataset with 1.9M reactions from patents (1976-2016). Predict the reactants needed to synthesize the given product. (1) Given the product [CH2:1]([C:3]1[N:13]([C:14]2[CH:15]=[CH:16][C:17]([CH2:20][CH2:21][NH:22][C:23]([NH:45][S:42]([C:32]3[C:41]4[C:36](=[CH:37][CH:38]=[CH:39][CH:40]=4)[CH:35]=[CH:34][CH:33]=3)(=[O:43])=[O:44])=[O:31])=[CH:18][CH:19]=2)[C:6]2=[N:7][C:8]([CH3:12])=[CH:9][C:10]([CH3:11])=[C:5]2[N:4]=1)[CH3:2], predict the reactants needed to synthesize it. The reactants are: [CH2:1]([C:3]1[N:13]([C:14]2[CH:19]=[CH:18][C:17]([CH2:20][CH2:21][NH:22][C:23](=[O:31])OC3C=CC=CC=3)=[CH:16][CH:15]=2)[C:6]2=[N:7][C:8]([CH3:12])=[CH:9][C:10]([CH3:11])=[C:5]2[N:4]=1)[CH3:2].[C:32]1([S:42]([NH2:45])(=[O:44])=[O:43])[C:41]2[C:36](=[CH:37][CH:38]=[CH:39][CH:40]=2)[CH:35]=[CH:34][CH:33]=1. (2) Given the product [CH3:1][O:2][C:3](=[O:28])[C@@H:4]([NH:20][C:21]([O:23][C:24]([CH3:27])([CH3:26])[CH3:25])=[O:22])[CH2:5][C:6]1[CH:11]=[CH:10][C:9]([C:35]2[CH:34]=[CH:33][CH:32]=[C:31]([O:30][CH3:29])[CH:36]=2)=[CH:8][CH:7]=1, predict the reactants needed to synthesize it. The reactants are: [CH3:1][O:2][C:3](=[O:28])[C@@H:4]([NH:20][C:21]([O:23][C:24]([CH3:27])([CH3:26])[CH3:25])=[O:22])[CH2:5][C:6]1[CH:11]=[CH:10][C:9](OS(C(F)(F)F)(=O)=O)=[CH:8][CH:7]=1.[CH3:29][O:30][C:31]1[CH:32]=[C:33](OB(O)O)[CH:34]=[CH:35][CH:36]=1.C(=O)([O-])[O-].[K+].[K+]. (3) Given the product [O:12]1[CH2:13][CH2:14][CH2:15][CH2:16][CH:11]1[O:10][CH2:9][CH2:8][C:4]1[CH:3]=[C:2]([CH:7]=[CH:6][CH:5]=1)[CH:30]=[O:31], predict the reactants needed to synthesize it. The reactants are: Br[C:2]1[CH:3]=[C:4]([CH2:8][CH2:9][O:10][CH:11]2[CH2:16][CH2:15][CH2:14][CH2:13][O:12]2)[CH:5]=[CH:6][CH:7]=1.C([Li])CCC.CCCCCC.CN(C)[CH:30]=[O:31]. (4) Given the product [OH:2][C:3]1[CH:4]=[C:5]([C:17]2[CH:18]=[CH:19][C:20]3[N:21]([C:23]([C:26]4[CH:27]=[CH:28][C:29]([C:30]#[N:31])=[CH:32][CH:33]=4)=[CH:24][N:25]=3)[CH:22]=2)[CH:6]=[CH:7][C:8]=1[C:9]([N:11]1[CH2:16][CH2:15][O:14][CH2:13][CH2:12]1)=[O:10], predict the reactants needed to synthesize it. The reactants are: C[O:2][C:3]1[CH:4]=[C:5]([C:17]2[CH:18]=[CH:19][C:20]3[N:21]([C:23]([C:26]4[CH:33]=[CH:32][C:29]([C:30]#[N:31])=[CH:28][CH:27]=4)=[CH:24][N:25]=3)[CH:22]=2)[CH:6]=[CH:7][C:8]=1[C:9]([N:11]1[CH2:16][CH2:15][O:14][CH2:13][CH2:12]1)=[O:10].B(Br)(Br)Br. (5) Given the product [CH2:14]([O:16][C:17](=[O:29])[CH:18]([NH:26][CH:27]=[O:28])[C:19]([S:13][CH2:6][C:7]1[CH:12]=[CH:11][CH:10]=[CH:9][CH:8]=1)([CH3:25])[CH2:20][CH2:21][CH2:22][CH2:23][CH3:24])[CH3:15], predict the reactants needed to synthesize it. The reactants are: C([Li])CCC.[CH2:6]([SH:13])[C:7]1[CH:12]=[CH:11][CH:10]=[CH:9][CH:8]=1.[CH2:14]([O:16][C:17](=[O:29])[C:18]([NH:26][CH:27]=[O:28])=[C:19]([CH3:25])[CH2:20][CH2:21][CH2:22][CH2:23][CH3:24])[CH3:15]. (6) Given the product [CH:1]([C:4]1[N:5]=[C:6]([C:9]2[CH:18]=[C:17]([O:19][CH:20]3[CH2:37][CH:36]4[CH:22]([C:23](=[O:43])[N:24]([CH3:42])[CH2:25][CH2:26][CH2:27][CH2:28][CH:29]=[CH:30][CH:31]5[C:33]([C:39]([NH:65][S:62]([CH:59]6[CH2:61][CH2:60]6)(=[O:64])=[O:63])=[O:40])([NH:34][C:35]4=[O:38])[CH2:32]5)[CH2:21]3)[C:16]3[C:11](=[C:12]([CH3:46])[C:13]([O:44][CH3:45])=[CH:14][CH:15]=3)[N:10]=2)[S:7][CH:8]=1)([CH3:2])[CH3:3], predict the reactants needed to synthesize it. The reactants are: [CH:1]([C:4]1[N:5]=[C:6]([C:9]2[CH:18]=[C:17]([O:19][CH:20]3[CH2:37][CH:36]4[CH:22]([C:23](=[O:43])[N:24]([CH3:42])[CH2:25][CH2:26][CH2:27][CH2:28][CH:29]=[CH:30][CH:31]5[C:33]([C:39](O)=[O:40])([NH:34][C:35]4=[O:38])[CH2:32]5)[CH2:21]3)[C:16]3[C:11](=[C:12]([CH3:46])[C:13]([O:44][CH3:45])=[CH:14][CH:15]=3)[N:10]=2)[S:7][CH:8]=1)([CH3:3])[CH3:2].C(N1C=CN=C1)(N1C=CN=C1)=O.[CH:59]1([S:62]([NH2:65])(=[O:64])=[O:63])[CH2:61][CH2:60]1.C1CCN2C(=NCCC2)CC1. (7) Given the product [Cl:22][C:9]1[C:10]2[C:5](=[CH:4][C:3]([O:2][CH3:1])=[CH:12][CH:11]=2)[CH:6]=[C:7]([N:14]2[CH2:19][CH2:18][O:17][CH2:16][CH2:15]2)[N:8]=1, predict the reactants needed to synthesize it. The reactants are: [CH3:1][O:2][C:3]1[CH:4]=[C:5]2[C:10](=[CH:11][CH:12]=1)[C:9](O)=[N:8][C:7]([N:14]1[CH2:19][CH2:18][O:17][CH2:16][CH2:15]1)=[CH:6]2.O=P(Cl)(Cl)[Cl:22].